Dataset: Forward reaction prediction with 1.9M reactions from USPTO patents (1976-2016). Task: Predict the product of the given reaction. (1) Given the reactants [CH3:1][O:2][C:3]1[CH:12]=[C:11]2[C:6]([CH2:7][CH:8]([C:13]([OH:16])([CH3:15])[CH3:14])[N:9]=[CH:10]2)=[CH:5][C:4]=1[O:17][CH2:18][CH2:19][CH2:20][O:21][CH3:22].C(O[CH:26]=[C:27]([C:33](=[O:35])[CH3:34])[C:28]([O:30][CH2:31][CH3:32])=[O:29])C, predict the reaction product. The product is: [OH:16][C:13]([CH:8]1[N:9]2[CH:10]([CH2:34][C:33](=[O:35])[C:27]([C:28]([O:30][CH2:31][CH3:32])=[O:29])=[CH:26]2)[C:11]2[CH:12]=[C:3]([O:2][CH3:1])[C:4]([O:17][CH2:18][CH2:19][CH2:20][O:21][CH3:22])=[CH:5][C:6]=2[CH2:7]1)([CH3:15])[CH3:14]. (2) Given the reactants [CH3:1][S:2](Cl)(=[O:4])=[O:3].[C:6]1([C:16]#[C:17][CH2:18][CH2:19][CH2:20][OH:21])[C:15]2[C:10](=[CH:11][CH:12]=[CH:13][CH:14]=2)[CH:9]=[CH:8][CH:7]=1.C(N(CC)CC)C.O, predict the reaction product. The product is: [CH3:1][S:2]([O:21][CH2:20][CH2:19][CH2:18][C:17]#[C:16][C:6]1[C:15]2[C:10](=[CH:11][CH:12]=[CH:13][CH:14]=2)[CH:9]=[CH:8][CH:7]=1)(=[O:4])=[O:3]. (3) Given the reactants C(BBr)#N.[CH2:5]([N:9]([CH3:11])[CH3:10])[CH2:6][CH2:7][CH3:8].[C:12]([BH:14][F:15])#[N:13].CN(C)C, predict the reaction product. The product is: [C:12]([BH:14][F:15])#[N:13].[CH2:5]([N:9]([CH3:11])[CH3:10])[CH2:6][CH2:7][CH3:8]. (4) The product is: [Br:27][C:6]1[C:7]2[CH:8]=[N:9][C:10]([NH:13][C:14](=[O:26])[C:15]3[CH:20]=[CH:19][C:18]([C@:21]([OH:25])([CH3:24])[CH2:22][OH:23])=[CH:17][CH:16]=3)=[CH:11][C:12]=2[N:4]([CH:1]2[CH2:3][CH2:2]2)[CH:5]=1. Given the reactants [CH:1]1([N:4]2[C:12]3[CH:11]=[C:10]([NH:13][C:14](=[O:26])[C:15]4[CH:20]=[CH:19][C:18]([C@:21]([OH:25])([CH3:24])[CH2:22][OH:23])=[CH:17][CH:16]=4)[N:9]=[CH:8][C:7]=3[CH:6]=[CH:5]2)[CH2:3][CH2:2]1.[Br:27]N1C(=O)CCC1=O, predict the reaction product. (5) Given the reactants [CH2:1]([C:17]1([CH3:75])[CH2:26][CH2:25][C:24]2[C:19](=[C:20]([CH3:74])[C:21]([CH3:73])=[C:22]([O:28][CH2:29][CH2:30][O:31][C:32](=[O:72])[NH:33][CH2:34][CH2:35][CH2:36][CH2:37][CH2:38][C:39]([N:41]3[CH2:45][CH:44]([OH:46])[CH2:43][CH:42]3[CH:47]([C:66]3[CH:71]=[CH:70][CH:69]=[CH:68][CH:67]=3)[O:48][CH:49]([C:58]3[CH:63]=[CH:62][C:61]([O:64][CH3:65])=[CH:60][CH:59]=3)[C:50]3[CH:55]=[CH:54][C:53]([O:56][CH3:57])=[CH:52][CH:51]=3)=[O:40])[C:23]=2[CH3:27])[O:18]1)[CH2:2][CH2:3][CH2:4][CH2:5][CH2:6][CH2:7][CH2:8][CH2:9][CH2:10][CH2:11][CH2:12][CH2:13][CH2:14][CH2:15][CH3:16].[C:76]1(=[O:82])[O:81][C:79](=[O:80])[CH2:78][CH2:77]1.C(N(CC)CC)C, predict the reaction product. The product is: [CH3:57][O:56][C:53]1[CH:54]=[CH:55][C:50]([CH:49]([C:58]2[CH:59]=[CH:60][C:61]([O:64][CH3:65])=[CH:62][CH:63]=2)[O:48][CH:47]([C:66]2[CH:71]=[CH:70][CH:69]=[CH:68][CH:67]=2)[CH:42]2[N:41]([C:39](=[O:40])[CH2:38][CH2:37][CH2:36][CH2:35][CH2:34][NH:33][C:32]([O:31][CH2:30][CH2:29][O:28][C:22]3[C:23]([CH3:27])=[C:24]4[C:19](=[C:20]([CH3:74])[C:21]=3[CH3:73])[O:18][C:17]([CH2:1][CH2:2][CH2:3][CH2:4][CH2:5][CH2:6][CH2:7][CH2:8][CH2:9][CH2:10][CH2:11][CH2:12][CH2:13][CH2:14][CH2:15][CH3:16])([CH3:75])[CH2:26][CH2:25]4)=[O:72])[CH2:45][CH:44]([O:46][C:76](=[O:82])[CH2:77][CH2:78][C:79]([OH:81])=[O:80])[CH2:43]2)=[CH:51][CH:52]=1. (6) The product is: [OH:4][CH:1]1[O:5][CH2:14][CH2:13][N:12]([CH2:11][C:10]2[CH:9]=[CH:8][C:7]([Cl:6])=[CH:17][CH:16]=2)[C:2]1=[O:3]. Given the reactants [C:1]([OH:5])(=[O:4])[CH:2]=[O:3].[Cl:6][C:7]1[CH:17]=[CH:16][C:10]([CH2:11][NH:12][CH2:13][CH2:14]O)=[CH:9][CH:8]=1.O, predict the reaction product. (7) Given the reactants [NH2:1][C:2]1[CH:3]=[C:4]([C:16]2[N:21]([CH2:22][C:23]([O:25][CH3:26])=[O:24])[C:20](=[O:27])[C:19]([NH:28][CH:29]([CH3:31])[CH3:30])=[N:18][CH:17]=2)[CH:5]=[C:6]([NH:8][C:9]([O:11][C:12]([CH3:15])([CH3:14])[CH3:13])=[O:10])[CH:7]=1.[C:32]1([CH2:38][CH:39]=O)[CH:37]=[CH:36][CH:35]=[CH:34][CH:33]=1.C(O)(=O)C.C(O[BH-](OC(=O)C)OC(=O)C)(=O)C.[Na+], predict the reaction product. The product is: [C:12]([O:11][C:9]([NH:8][C:6]1[CH:5]=[C:4]([C:16]2[N:21]([CH2:22][C:23]([O:25][CH3:26])=[O:24])[C:20](=[O:27])[C:19]([NH:28][CH:29]([CH3:31])[CH3:30])=[N:18][CH:17]=2)[CH:3]=[C:2]([NH:1][CH2:39][CH2:38][C:32]2[CH:37]=[CH:36][CH:35]=[CH:34][CH:33]=2)[CH:7]=1)=[O:10])([CH3:13])([CH3:14])[CH3:15]. (8) Given the reactants [CH2:1]([O:3][C:4]([C:6]1([C:9]2[CH:14]=[CH:13][C:12]([C:15]3[CH:20]=[CH:19][C:18]([C:21]4[O:25][N:24]=[C:23]([CH3:26])[C:22]=4[NH:27][C:28]4[CH:33]=[CH:32][CH:31]=[C:30](Br)[N:29]=4)=[CH:17][CH:16]=3)=[CH:11][CH:10]=2)[CH2:8][CH2:7]1)=[O:5])[CH3:2].[C:35]([C:37]1[CH:42]=[CH:41][CH:40]=[CH:39][C:38]=1B(O)O)#[N:36], predict the reaction product. The product is: [CH2:1]([O:3][C:4]([C:6]1([C:9]2[CH:14]=[CH:13][C:12]([C:15]3[CH:20]=[CH:19][C:18]([C:21]4[O:25][N:24]=[C:23]([CH3:26])[C:22]=4[NH:27][C:28]4[CH:33]=[CH:32][CH:31]=[C:30]([C:38]5[CH:39]=[CH:40][CH:41]=[CH:42][C:37]=5[C:35]#[N:36])[N:29]=4)=[CH:17][CH:16]=3)=[CH:11][CH:10]=2)[CH2:8][CH2:7]1)=[O:5])[CH3:2]. (9) The product is: [CH2:1]([O:3][C:4](=[O:17])/[CH:5]=[C:6](/[O:8][C:9]1[CH:14]=[CH:13][CH:12]=[CH:11][C:10]=1[S:15][CH3:16])\[CH2:7][Br:18])[CH3:2]. Given the reactants [CH2:1]([O:3][C:4](=[O:17])/[CH:5]=[C:6](/[O:8][C:9]1[CH:14]=[CH:13][CH:12]=[CH:11][C:10]=1[S:15][CH3:16])\[CH3:7])[CH3:2].[Br:18]N1C(=O)CCC1=O.C(OOC(=O)C1C=CC=CC=1)(=O)C1C=CC=CC=1, predict the reaction product.